This data is from Full USPTO retrosynthesis dataset with 1.9M reactions from patents (1976-2016). The task is: Predict the reactants needed to synthesize the given product. (1) Given the product [Si:34]([O:33][C:30]1[CH:29]=[CH:28][C:27]([C@@H:9]2[C@@H:8]([CH2:7][CH2:6][C@@H:5]([C:41]3[CH:46]=[CH:45][C:44]([F:47])=[CH:43][CH:42]=3)[OH:4])[C:11](=[O:12])[N:10]2[C:13]2[CH:14]=[CH:15][C:16]([C:19]#[C:20][CH2:21][NH:22][S:23]([CH3:26])(=[O:24])=[O:25])=[CH:17][CH:18]=2)=[CH:32][CH:31]=1)([C:37]([CH3:40])([CH3:38])[CH3:39])([CH3:35])[CH3:36], predict the reactants needed to synthesize it. The reactants are: C([O:4][C@H:5]([C:41]1[CH:46]=[CH:45][C:44]([F:47])=[CH:43][CH:42]=1)[CH2:6][CH2:7][C@H:8]1[C:11](=[O:12])[N:10]([C:13]2[CH:18]=[CH:17][C:16]([C:19]#[C:20][CH2:21][NH:22][S:23]([CH3:26])(=[O:25])=[O:24])=[CH:15][CH:14]=2)[C@@H:9]1[C:27]1[CH:32]=[CH:31][C:30]([O:33][Si:34]([C:37]([CH3:40])([CH3:39])[CH3:38])([CH3:36])[CH3:35])=[CH:29][CH:28]=1)(=O)C.[C-]#N.[Na+]. (2) Given the product [CH3:20][O:19][C:16]1[CH:17]=[C:18]2[C:13]([CH:12]=[C:11]([C:21]3[CH:26]=[CH:25][C:24]([O:27][CH3:28])=[CH:23][C:22]=3[N+:29]([O-:31])=[O:30])[NH:10]2)=[CH:14][CH:15]=1, predict the reactants needed to synthesize it. The reactants are: C1(S([N:10]2[C:18]3[C:13](=[CH:14][CH:15]=[C:16]([O:19][CH3:20])[CH:17]=3)[CH:12]=[C:11]2[C:21]2[CH:26]=[CH:25][C:24]([O:27][CH3:28])=[CH:23][C:22]=2[N+:29]([O-:31])=[O:30])(=O)=O)C=CC=CC=1.[F-].C([N+](CCCC)(CCCC)CCCC)CCC.O1CCCC1.